From a dataset of Catalyst prediction with 721,799 reactions and 888 catalyst types from USPTO. Predict which catalyst facilitates the given reaction. (1) Reactant: [F:1][C:2]1[CH:8]=[C:7]([I:9])[CH:6]=[CH:5][C:3]=1[NH2:4].CC(C)([O-])C.[K+].[F:16][C:17]1[CH:22]=[C:21]([F:23])[CH:20]=[C:19](F)[C:18]=1[N+:25]([O-:27])=[O:26]. Product: [F:16][C:17]1[C:18]([N+:25]([O-:27])=[O:26])=[C:19]([CH:20]=[C:21]([F:23])[CH:22]=1)[NH:4][C:3]1[CH:5]=[CH:6][C:7]([I:9])=[CH:8][C:2]=1[F:1]. The catalyst class is: 1. (2) Reactant: [C:1]1([C:7]2[N:12]=[CH:11][C:10]([NH:13][C:14]([C:16]3[CH:21]=[C:20]([N:22]4[CH2:27][CH2:26][CH2:25][CH2:24][CH2:23]4)[CH:19]=[CH:18][C:17]=3[NH:28][C:29]([C:31]3[CH:32]=[C:33]([CH:42]=[CH:43][CH:44]=3)[CH2:34][S:35][CH2:36][CH2:37][C:38]([O:40]C)=[O:39])=[O:30])=[O:15])=[CH:9][N:8]=2)[CH:6]=[CH:5][CH:4]=[CH:3][CH:2]=1.[OH-].[Li+].Cl. Product: [C:1]1([C:7]2[N:8]=[CH:9][C:10]([NH:13][C:14]([C:16]3[CH:21]=[C:20]([N:22]4[CH2:23][CH2:24][CH2:25][CH2:26][CH2:27]4)[CH:19]=[CH:18][C:17]=3[NH:28][C:29]([C:31]3[CH:32]=[C:33]([CH:42]=[CH:43][CH:44]=3)[CH2:34][S:35][CH2:36][CH2:37][C:38]([OH:40])=[O:39])=[O:30])=[O:15])=[CH:11][N:12]=2)[CH:2]=[CH:3][CH:4]=[CH:5][CH:6]=1. The catalyst class is: 6.